Dataset: Full USPTO retrosynthesis dataset with 1.9M reactions from patents (1976-2016). Task: Predict the reactants needed to synthesize the given product. Given the product [CH3:1][O:2][C:3](=[O:14])[CH2:4][C:5]1[CH:10]=[CH:9][CH:8]=[CH:7][C:6]=1[NH2:11], predict the reactants needed to synthesize it. The reactants are: [CH3:1][O:2][C:3](=[O:14])[CH2:4][C:5]1[CH:10]=[CH:9][CH:8]=[CH:7][C:6]=1[N+:11]([O-])=O.